From a dataset of Full USPTO retrosynthesis dataset with 1.9M reactions from patents (1976-2016). Predict the reactants needed to synthesize the given product. (1) Given the product [C:2]([OH:38])(=[O:37])[C:1]([OH:4])=[O:3].[NH2:26][C@:6]([CH3:25])([CH2:7][CH2:8][C:9]1[O:10][C:11]([C:14]#[C:15][CH2:16][O:17][C:18]2[CH:19]=[CH:20][C:21]([Cl:24])=[CH:22][CH:23]=2)=[CH:12][CH:13]=1)[CH2:5][OH:4], predict the reactants needed to synthesize it. The reactants are: [C:1]([O:4][CH2:5][C@@:6]([NH:26]C(=O)C)([CH3:25])[CH2:7][CH2:8][C:9]1[O:10][C:11]([C:14]#[C:15][CH2:16][O:17][C:18]2[CH:23]=[CH:22][C:21]([Cl:24])=[CH:20][CH:19]=2)=[CH:12][CH:13]=1)(=[O:3])[CH3:2].O1CCCC1.CO.[OH2:37].[OH-:38].[Li+]. (2) Given the product [CH:13]1([N:17]2[CH2:22][CH2:21][CH:20]([O:23][C:24]3[CH:31]=[CH:30][C:27]([C:28]4[N:12]([CH3:11])[C:4](=[O:6])[C:3]5[CH:7]=[CH:8][CH:9]=[N:10][C:2]=5[N:1]=4)=[CH:26][CH:25]=3)[CH2:19][CH2:18]2)[CH2:16][CH2:15][CH2:14]1, predict the reactants needed to synthesize it. The reactants are: [NH2:1][C:2]1[N:10]=[CH:9][CH:8]=[CH:7][C:3]=1[C:4]([OH:6])=O.[CH3:11][NH2:12].[CH:13]1([N:17]2[CH2:22][CH2:21][CH:20]([O:23][C:24]3[CH:31]=[CH:30][C:27]([CH:28]=O)=[CH:26][CH:25]=3)[CH2:19][CH2:18]2)[CH2:16][CH2:15][CH2:14]1. (3) The reactants are: [C:1]([O:5][C:6]([N:8]1[CH2:13][CH2:12][C:11](=O)[CH2:10][CH2:9]1)=[O:7])([CH3:4])([CH3:3])[CH3:2].C([C:17](CC)([C:21]([O-:23])=[O:22])[C:18]([O-:20])=[O:19])C.N1C=CC=[CH:28][CH:27]=1.[CH2:32]1COC[CH2:33]1. Given the product [CH2:27]([O:23][C:21](=[O:22])[C:17](=[C:11]1[CH2:12][CH2:13][N:8]([C:6]([O:5][C:1]([CH3:4])([CH3:3])[CH3:2])=[O:7])[CH2:9][CH2:10]1)[C:18]([O:20][CH2:32][CH3:33])=[O:19])[CH3:28], predict the reactants needed to synthesize it. (4) Given the product [CH2:12]([O:1][C:2]1[C:3]([CH3:11])=[C:4]([CH:8]=[CH:9][CH:10]=1)[C:5]([O:7][CH2:11][C:3]1[CH:4]=[CH:8][CH:9]=[CH:10][CH:2]=1)=[O:6])[C:13]1[CH:18]=[CH:17][CH:16]=[CH:15][CH:14]=1, predict the reactants needed to synthesize it. The reactants are: [OH:1][C:2]1[C:3]([CH3:11])=[C:4]([CH:8]=[CH:9][CH:10]=1)[C:5]([OH:7])=[O:6].[CH2:12](Br)[C:13]1[CH:18]=[CH:17][CH:16]=[CH:15][CH:14]=1.C(=O)([O-])[O-].[K+].[K+].O. (5) Given the product [CH3:11][C:4]1[N:3]=[C:2]([S:12][CH2:13][CH2:14][OH:15])[CH:7]=[CH:6][C:5]=1[N+:8]([O-:10])=[O:9], predict the reactants needed to synthesize it. The reactants are: F[C:2]1[CH:7]=[CH:6][C:5]([N+:8]([O-:10])=[O:9])=[C:4]([CH3:11])[N:3]=1.[SH:12][CH2:13][CH2:14][OH:15].[OH-].[K+].